This data is from Full USPTO retrosynthesis dataset with 1.9M reactions from patents (1976-2016). The task is: Predict the reactants needed to synthesize the given product. (1) Given the product [NH2:15][CH2:16][C@H:17]([NH:21][C:22](=[O:28])[O:23][C:24]([CH3:25])([CH3:27])[CH3:26])[CH:18]([CH3:20])[CH3:19], predict the reactants needed to synthesize it. The reactants are: OC[C@H](NC(=O)OC(C)(C)C)C(C)C.[NH2:15][CH2:16][C@@H:17]([NH:21][C:22](=[O:28])[O:23][C:24]([CH3:27])([CH3:26])[CH3:25])[CH:18]([CH3:20])[CH3:19]. (2) Given the product [CH3:41][C@@H:42]1[C@@H:47]([NH:48][C:30]([CH:29]2[CH2:28][CH2:27][S:26](=[O:33])(=[O:34])[N:25]2[CH2:24][C:23]2[CH:35]=[CH:36][CH:37]=[C:21]([CH2:20][N:9]([CH2:8][C:7]3[C:2]([Cl:1])=[CH:3][CH:4]=[C:5]([O:39][CH3:40])[C:6]=3[F:38])[C@H:10]([CH2:16][N:17]([CH3:18])[CH3:19])[CH2:11][C:12]([CH3:15])([CH3:14])[CH3:13])[CH:22]=2)=[O:31])[CH2:46][C@H:45]2[CH2:49][C@@H:43]1[C:44]2([CH3:50])[CH3:51], predict the reactants needed to synthesize it. The reactants are: [Cl:1][C:2]1[C:7]([CH2:8][N:9]([CH2:20][C:21]2[CH:22]=[C:23]([CH:35]=[CH:36][CH:37]=2)[CH2:24][N:25]2[CH:29]([C:30](O)=[O:31])[CH2:28][CH2:27][S:26]2(=[O:34])=[O:33])[C@H:10]([CH2:16][N:17]([CH3:19])[CH3:18])[CH2:11][C:12]([CH3:15])([CH3:14])[CH3:13])=[C:6]([F:38])[C:5]([O:39][CH3:40])=[CH:4][CH:3]=1.[CH3:41][C@@H:42]1[C@@H:47]([NH2:48])[CH2:46][C@H:45]2[CH2:49][C@@H:43]1[C:44]2([CH3:51])[CH3:50]. (3) Given the product [C:15]([C:14]1[N:9]([C@@H:7]([C:1]2[CH:6]=[CH:5][CH:4]=[CH:3][CH:2]=2)[CH3:8])[C:10]([CH3:11])=[N:12][CH:18]=1)(=[O:17])[CH3:16], predict the reactants needed to synthesize it. The reactants are: [C:1]1([C@H:7]([NH:9][C:10](=[NH:12])[CH3:11])[CH3:8])[CH:6]=[CH:5][CH:4]=[CH:3][CH:2]=1.Br[C:14](=[CH:18]OC)[C:15](=[O:17])[CH3:16].C(N(CC)CC)C.S(=O)(=O)(O)O. (4) Given the product [CH2:1]([CH:3]([C:6]1[C:7]2[N:8]([C:13]([C:17]3[N:21]4[CH:22]=[CH:23][CH:24]=[C:25]([C:26](=[O:28])[CH3:27])[C:20]4=[N:19][C:18]=3[CH3:29])=[C:14]([CH3:16])[N:15]=2)[N:9]=[C:10]([CH3:12])[CH:11]=1)[CH2:4][CH3:5])[CH3:2], predict the reactants needed to synthesize it. The reactants are: [CH2:1]([CH:3]([C:6]1[C:7]2[N:8]([C:13]([C:17]3[N:21]4[CH:22]=[CH:23][CH:24]=[C:25]([CH:26]([OH:28])[CH3:27])[C:20]4=[N:19][C:18]=3[CH3:29])=[C:14]([CH3:16])[N:15]=2)[N:9]=[C:10]([CH3:12])[CH:11]=1)[CH2:4][CH3:5])[CH3:2].C[N+]1([O-])CCOCC1. (5) The reactants are: [CH3:1][C:2]1[N:7]=[C:6]([NH:8][C:9]2[CH:14]=[CH:13][C:12]([CH2:15][CH2:16][OH:17])=[CH:11][CH:10]=2)[C:5]([N+:18]([O-])=O)=[CH:4][CH:3]=1. Given the product [NH2:18][C:5]1[C:6]([NH:8][C:9]2[CH:14]=[CH:13][C:12]([CH2:15][CH2:16][OH:17])=[CH:11][CH:10]=2)=[N:7][C:2]([CH3:1])=[CH:3][CH:4]=1, predict the reactants needed to synthesize it. (6) Given the product [NH2:1][CH2:4][C:5]1([CH2:25][O:26][CH2:27][C:28]2[CH:29]=[CH:30][CH:31]=[CH:32][CH:33]=2)[CH2:24][CH2:23][CH2:22][C:7]2([O:11][C:10](=[O:12])[N:9]([CH2:13][C:14]3[CH:19]=[CH:18][C:17]([O:20][CH3:21])=[CH:16][CH:15]=3)[CH2:8]2)[CH2:6]1, predict the reactants needed to synthesize it. The reactants are: [N:1]([CH2:4][C:5]1([CH2:25][O:26][CH2:27][C:28]2[CH:33]=[CH:32][CH:31]=[CH:30][CH:29]=2)[CH2:24][CH2:23][CH2:22][C:7]2([O:11][C:10](=[O:12])[N:9]([CH2:13][C:14]3[CH:19]=[CH:18][C:17]([O:20][CH3:21])=[CH:16][CH:15]=3)[CH2:8]2)[CH2:6]1)=[N+]=[N-].[BH4-].[Na+]. (7) Given the product [C:35]([O:34][C:32](=[O:33])[N:14]([CH:11]1[CH2:10][CH2:9][C:6]2([O:5][CH2:4][C:3]([CH3:16])([CH3:2])[CH2:8][O:7]2)[CH2:13][CH2:12]1)[CH3:15])([CH3:36])([CH3:37])[CH3:38], predict the reactants needed to synthesize it. The reactants are: Cl.[CH3:2][C:3]1([CH3:16])[CH2:8][O:7][C:6]2([CH2:13][CH2:12][CH:11]([NH:14][CH3:15])[CH2:10][CH2:9]2)[O:5][CH2:4]1.CCN(CC)CC.[C:32](O[C:32]([O:34][C:35]([CH3:38])([CH3:37])[CH3:36])=[O:33])([O:34][C:35]([CH3:38])([CH3:37])[CH3:36])=[O:33]. (8) Given the product [CH3:1][C@H:2]1[CH2:7][C@@H:6]([OH:8])[C@H:5]([CH:9]([CH3:11])[CH3:10])[CH2:4][CH2:3]1, predict the reactants needed to synthesize it. The reactants are: [CH3:1][C@H:2]1[CH2:7][C@@H:6]([OH:8])[C@H:5]([C:9]([CH3:11])=[CH2:10])[CH2:4][CH2:3]1.[H][H].CC(=CCCC(CCO)C)C.CC(=CCCC(CC=O)C)C.